From a dataset of Reaction yield outcomes from USPTO patents with 853,638 reactions. Predict the reaction yield, written as a fraction of the theoretical maximum amount of product (1.0 means a 100% yield; for example, 0.34 means a 34% yield). The reactants are [CH3:1][N:2]1[C@@H:19]2[CH2:20][C:7]3[CH:8]=[CH:9][C:10]([O:22][CH3:23])=[C:11]4[O:12][C@H:13]5[C:14]([CH2:16][CH2:17][C@:18]2([OH:21])[C@:5]5([C:6]=34)[CH2:4][CH2:3]1)=[O:15].[ClH:24].[H][H]. The catalyst is [Pd].O.C(O)C. The product is [CH3:1][N:2]1[C@@H:19]2[CH2:20][C:7]3[CH:8]=[CH:9][C:10]([O:22][CH3:23])=[C:11]4[O:12][C@H:13]5[C:14]([CH2:16][CH2:17][C@:18]2([OH:21])[C@:5]5([C:6]=34)[CH2:4][CH2:3]1)=[O:15].[ClH:24]. The yield is 0.796.